This data is from Reaction yield outcomes from USPTO patents with 853,638 reactions. The task is: Predict the reaction yield, written as a fraction of the theoretical maximum amount of product (1.0 means a 100% yield; for example, 0.34 means a 34% yield). (1) The reactants are [F:1][C:2]1[CH:7]=[CH:6][C:5]([C:8]2[O:9][C:10]3[C:11](=[C:13]([C:17]([O:19]C)=[O:18])[CH:14]=[CH:15][CH:16]=3)[N:12]=2)=[CH:4][CH:3]=1.[OH-].[Na+].O.Cl. The catalyst is C1COCC1. The product is [F:1][C:2]1[CH:3]=[CH:4][C:5]([C:8]2[O:9][C:10]3[C:11](=[C:13]([C:17]([OH:19])=[O:18])[CH:14]=[CH:15][CH:16]=3)[N:12]=2)=[CH:6][CH:7]=1. The yield is 0.790. (2) The reactants are [CH2:1]([C:5]1[N:6]=[C:7]([CH3:27])[NH:8][C:9](=[O:26])[C:10]=1[CH2:11][C:12]1[CH:17]=[CH:16][C:15]([C:18]2[C:19]([C:24]#[N:25])=[CH:20][CH:21]=[CH:22][CH:23]=2)=[CH:14][CH:13]=1)[CH2:2][CH2:3][CH3:4].C(=O)([O-])[O-].[Cs+].[Cs+].Br[CH2:35][C:36]([CH3:47])([CH3:46])[CH2:37][O:38][Si:39]([C:42]([CH3:45])([CH3:44])[CH3:43])([CH3:41])[CH3:40].CN(C)C(=O)C. The catalyst is C(OCC)(=O)C. The product is [CH2:1]([C:5]1[N:6]=[C:7]([CH3:27])[N:8]([CH2:35][C:36]([CH3:47])([CH3:46])[CH2:37][O:38][Si:39]([C:42]([CH3:45])([CH3:44])[CH3:43])([CH3:40])[CH3:41])[C:9](=[O:26])[C:10]=1[CH2:11][C:12]1[CH:17]=[CH:16][C:15]([C:18]2[C:19]([C:24]#[N:25])=[CH:20][CH:21]=[CH:22][CH:23]=2)=[CH:14][CH:13]=1)[CH2:2][CH2:3][CH3:4]. The yield is 0.270. (3) The reactants are [N+:1]([CH:4]1[CH2:16][O:15][C:14]2[CH:13]=[CH:12][C:11]3[CH2:10][NH:9][C:8](=[O:17])[C:7]=3[C:6]=2[CH2:5]1)([O-])=O.C1COCC1.O.NN. The catalyst is CCO.[Ni]. The product is [NH2:1][CH:4]1[CH2:16][O:15][C:14]2[CH:13]=[CH:12][C:11]3[CH2:10][NH:9][C:8](=[O:17])[C:7]=3[C:6]=2[CH2:5]1. The yield is 0.690. (4) The reactants are [NH:1]1[C:9]2[C:4](=[CH:5][CH:6]=[CH:7][CH:8]=2)[C:3]2([C:13]3=[CH:14][C:15]4[O:19][CH2:18][O:17][C:16]=4[CH:20]=[C:12]3[O:11][CH2:10]2)[C:2]1=[O:21].[CH3:22][O:23][C:24]1[CH:31]=[CH:30][C:27]([CH2:28]Cl)=[CH:26][CH:25]=1.[I-].[K+].C(=O)([O-])[O-].[Cs+].[Cs+]. The catalyst is CC(=O)CC.C(OCC)(=O)C. The yield is 0.890. The product is [CH3:22][O:23][C:24]1[CH:31]=[CH:30][C:27]([CH2:28][N:1]2[C:9]3[C:4](=[CH:5][CH:6]=[CH:7][CH:8]=3)[C:3]3([C:13]4=[CH:14][C:15]5[O:19][CH2:18][O:17][C:16]=5[CH:20]=[C:12]4[O:11][CH2:10]3)[C:2]2=[O:21])=[CH:26][CH:25]=1. (5) The product is [Cl:1][C:2]1[CH:3]=[CH:4][C:5]([O:11][CH2:12][C:13]2[CH:18]=[CH:17][C:16]([F:19])=[CH:15][CH:14]=2)=[C:6]([C:21]2[S:22][CH:23]=[C:24]([CH2:26][C:27]([O:29][CH2:30][CH3:31])=[O:28])[N:25]=2)[CH:7]=1. The catalyst is C1C=CC([P]([Pd]([P](C2C=CC=CC=2)(C2C=CC=CC=2)C2C=CC=CC=2)([P](C2C=CC=CC=2)(C2C=CC=CC=2)C2C=CC=CC=2)[P](C2C=CC=CC=2)(C2C=CC=CC=2)C2C=CC=CC=2)(C2C=CC=CC=2)C2C=CC=CC=2)=CC=1.C1(C)C=CC=CC=1.C(O)C. The yield is 0.810. The reactants are [Cl:1][C:2]1[CH:3]=[CH:4][C:5]([O:11][CH2:12][C:13]2[CH:18]=[CH:17][C:16]([F:19])=[CH:15][CH:14]=2)=[C:6](B(O)O)[CH:7]=1.Br[C:21]1[S:22][CH:23]=[C:24]([CH2:26][C:27]([O:29][CH2:30][CH3:31])=[O:28])[N:25]=1.C(=O)([O-])[O-].[K+].[K+]. (6) The catalyst is CCOCC. The reactants are CN(CCN(C)C)C.[Li]CCCC.[C:14]([O:18][C:19](=[O:28])[NH:20][C:21]1[CH:22]=[N:23][C:24]([Cl:27])=[CH:25][CH:26]=1)([CH3:17])([CH3:16])[CH3:15].[I:29]I. The yield is 0.300. The product is [C:14]([O:18][C:19](=[O:28])[NH:20][C:21]1[CH:22]=[N:23][C:24]([Cl:27])=[CH:25][C:26]=1[I:29])([CH3:17])([CH3:15])[CH3:16]. (7) The reactants are C[O:2][C:3](=[O:21])[CH:4]([C:14]1[CH:19]=[CH:18][C:17]([CH3:20])=[CH:16][CH:15]=1)[CH2:5][NH:6][C:7]([O:9][C:10]([CH3:13])([CH3:12])[CH3:11])=[O:8].O.O.[OH-].[Li+]. The catalyst is C1COCC1. The product is [C:10]([O:9][C:7]([NH:6][CH2:5][CH:4]([C:14]1[CH:15]=[CH:16][C:17]([CH3:20])=[CH:18][CH:19]=1)[C:3]([OH:21])=[O:2])=[O:8])([CH3:13])([CH3:12])[CH3:11]. The yield is 0.930. (8) The reactants are [Cl:1][C:2]1[CH:10]=[C:9]2[C:5](/[C:6](=[CH:12]/[C:13]3[CH:18]=[CH:17][CH:16]=[C:15]([Cl:19])[CH:14]=3)/[C:7](=[O:11])[NH:8]2)=[CH:4][CH:3]=1.[H-].[Na+].[CH3:22][Si:23]([CH3:30])([CH3:29])[CH2:24][CH2:25][O:26][CH2:27]Cl. The catalyst is CN(C)C=O.O1CCCC1. The product is [Cl:1][C:2]1[CH:10]=[C:9]2[C:5](/[C:6](=[CH:12]/[C:13]3[CH:18]=[CH:17][CH:16]=[C:15]([Cl:19])[CH:14]=3)/[C:7](=[O:11])[N:8]2[CH2:27][O:26][CH2:25][CH2:24][Si:23]([CH3:30])([CH3:29])[CH3:22])=[CH:4][CH:3]=1. The yield is 0.900.